From a dataset of Full USPTO retrosynthesis dataset with 1.9M reactions from patents (1976-2016). Predict the reactants needed to synthesize the given product. The reactants are: [CH3:1][O:2][C:3]1[CH:4]=[CH:5][C:6]([C:15]([F:18])([F:17])[F:16])=[C:7]([C:9]2[CH:14]=[CH:13][N:12]=[CH:11][CH:10]=2)[CH:8]=1.ClC1C=CC=C(C(OO)=[O:27])C=1.S([O-])([O-])=O.[Na+].[Na+]. Given the product [CH3:1][O:2][C:3]1[CH:4]=[CH:5][C:6]([C:15]([F:18])([F:16])[F:17])=[C:7]([C:9]2[CH:10]=[CH:11][N+:12]([O-:27])=[CH:13][CH:14]=2)[CH:8]=1, predict the reactants needed to synthesize it.